This data is from Full USPTO retrosynthesis dataset with 1.9M reactions from patents (1976-2016). The task is: Predict the reactants needed to synthesize the given product. (1) Given the product [NH2:16][C:17]1[CH:18]=[C:19]([CH2:20][C@H:21]([NH:22][C:2]2[C:11]([C:12]([OH:14])=[O:13])=[CH:10][C:9]3[C:4](=[CH:5][CH:6]=[C:7]([Cl:15])[CH:8]=3)[N:3]=2)[C:23]([OH:25])=[O:24])[CH:26]=[CH:27][C:28]=1[O:29][C:2]1[C:11]([C:12]([OH:14])=[O:13])=[CH:10][C:9]2[C:4](=[CH:5][CH:6]=[C:7]([Cl:15])[CH:8]=2)[N:3]=1, predict the reactants needed to synthesize it. The reactants are: Cl[C:2]1[C:11]([C:12]([OH:14])=[O:13])=[CH:10][C:9]2[C:4](=[CH:5][CH:6]=[C:7]([Cl:15])[CH:8]=2)[N:3]=1.[NH2:16][C:17]1[CH:18]=[C:19]([CH:26]=[CH:27][C:28]=1[OH:29])[CH2:20][C@@H:21]([C:23]([OH:25])=[O:24])[NH2:22]. (2) Given the product [F:1][C:2]1[CH:34]=[CH:33][CH:32]=[CH:31][C:3]=1[CH2:4][N:5]1[C:9]([C:10]2[S:11][CH:12]=[CH:13][N:14]=2)=[N:8][C:7]([C:15]2[N:20]=[C:19]([NH2:21])[C:18]([NH2:22])=[C:17]([NH2:30])[N:16]=2)=[N:6]1, predict the reactants needed to synthesize it. The reactants are: [F:1][C:2]1[CH:34]=[CH:33][CH:32]=[CH:31][C:3]=1[CH2:4][N:5]1[C:9]([C:10]2[S:11][CH:12]=[CH:13][N:14]=2)=[N:8][C:7]([C:15]2[N:20]=[C:19]([NH2:21])[C:18]([N:22]=NC3C=CC=CC=3)=[C:17]([NH2:30])[N:16]=2)=[N:6]1.[OH-].[Na+].S(S([O-])=O)([O-])=O.[Na+].[Na+].CC#N.CO.C(Cl)Cl. (3) Given the product [Cl:11][C:12]1[N:13]=[C:14]([NH:20][C:21]2[CH:26]=[CH:25][CH:24]=[CH:23][N:22]=2)[CH:15]=[C:16]([Cl:18])[N:17]=1, predict the reactants needed to synthesize it. The reactants are: C[Si]([N-][Si](C)(C)C)(C)C.[Na+].[Cl:11][C:12]1[N:17]=[C:16]([Cl:18])[CH:15]=[C:14](Cl)[N:13]=1.[NH2:20][C:21]1[CH:26]=[CH:25][CH:24]=[CH:23][N:22]=1. (4) Given the product [C:9]([CH2:8][C:7]([O:16][CH2:14][CH3:15])=[O:2])([F:12])([F:11])[F:10], predict the reactants needed to synthesize it. The reactants are: S(Cl)(=O)(=O)[OH:2].F[C:7](F)=[CH:8][C:9]([F:12])([F:11])[F:10].[CH2:14]([OH:16])[CH3:15]. (5) The reactants are: [C:1]([O:5][C:6]([N:8]1[CH2:13][C@@H:12]2[CH2:14][C@H:9]1[CH2:10][NH:11]2)=[O:7])([CH3:4])([CH3:3])[CH3:2].C(O[C:18]1(O[Si](C)(C)C)[CH2:20][CH2:19]1)C.C(O)(=O)C.C([BH3-])#N.[Na+].C(=O)([O-])O.[Na+]. Given the product [C:1]([O:5][C:6]([N:8]1[CH2:13][C@@H:12]2[CH2:14][C@H:9]1[CH2:10][N:11]2[CH:18]1[CH2:20][CH2:19]1)=[O:7])([CH3:4])([CH3:2])[CH3:3], predict the reactants needed to synthesize it.